From a dataset of Reaction yield outcomes from USPTO patents with 853,638 reactions. Predict the reaction yield, written as a fraction of the theoretical maximum amount of product (1.0 means a 100% yield; for example, 0.34 means a 34% yield). (1) The catalyst is [Pt]. The product is [CH:17]([NH:15][C:12]1[CH:13]=[CH:14][C:9]([CH2:1][C:2]2[CH:3]=[CH:4][C:5]([NH:8][CH:20]([CH3:25])[CH3:21])=[CH:6][CH:7]=2)=[CH:10][CH:11]=1)([CH3:19])[CH3:16]. The yield is 0.970. The reactants are [CH2:1]([C:9]1[CH:14]=[CH:13][C:12]([NH2:15])=[CH:11][CH:10]=1)[C:2]1[CH:7]=[CH:6][C:5]([NH2:8])=[CH:4][CH:3]=1.[CH3:16][C:17]([CH3:19])=O.[C:20]1(C)[CH:25]=CC=C[CH:21]=1. (2) The reactants are [H-].[Na+].[CH3:3][C:4]1[CH:8]=[C:7]([CH3:9])[NH:6][N:5]=1.Br[CH2:11][CH2:12][F:13]. The catalyst is CN(C=O)C.O. The product is [F:13][CH2:12][CH2:11][N:5]1[C:4]([CH3:3])=[CH:8][C:7]([CH3:9])=[N:6]1. The yield is 0.497. (3) The reactants are C(OCC)(=O)C.C(OC([N:14]1[C:22]2[C:17](=[CH:18][C:19]([NH:23][C:24](=[O:40])[C:25]([N:27]3[CH2:32][CH2:31][CH:30]([CH2:33][C:34]4[CH:39]=[CH:38][CH:37]=[CH:36][CH:35]=4)[CH2:29][CH2:28]3)=[O:26])=[CH:20][CH:21]=2)[CH2:16][CH2:15]1)=O)(C)(C)C. The catalyst is Cl. The product is [CH2:33]([CH:30]1[CH2:29][CH2:28][N:27]([C:25](=[O:26])[C:24]([NH:23][C:19]2[CH:18]=[C:17]3[C:22](=[CH:21][CH:20]=2)[NH:14][CH2:15][CH2:16]3)=[O:40])[CH2:32][CH2:31]1)[C:34]1[CH:39]=[CH:38][CH:37]=[CH:36][CH:35]=1. The yield is 0.641. (4) The yield is 0.0700. The catalyst is O1CCOCC1.C1C=CC(/C=C/C(/C=C/C2C=CC=CC=2)=O)=CC=1.C1C=CC(/C=C/C(/C=C/C2C=CC=CC=2)=O)=CC=1.C1C=CC(/C=C/C(/C=C/C2C=CC=CC=2)=O)=CC=1.[Pd].[Pd]. The reactants are [Cl:1][C:2]1[N:7]=[C:6](Cl)[CH:5]=[C:4]([CH3:9])[N:3]=1.[NH2:10][C:11]1[CH:16]=[CH:15][CH:14]=[CH:13][N:12]=1.C(=O)([O-])[O-].[Cs+].[Cs+].CC1(C)C2C=CC=C(P(C3C=CC=CC=3)C3C=CC=CC=3)C=2OC2C1=CC=CC=2P(C1C=CC=CC=1)C1C=CC=CC=1. The product is [Cl:1][C:2]1[N:7]=[C:6]([NH:10][C:11]2[CH:16]=[CH:15][CH:14]=[CH:13][N:12]=2)[CH:5]=[C:4]([CH3:9])[N:3]=1.